Dataset: Catalyst prediction with 721,799 reactions and 888 catalyst types from USPTO. Task: Predict which catalyst facilitates the given reaction. (1) Reactant: Br[C:2]1[CH:26]=[CH:25][C:5]([O:6][C:7]2[CH:14]=[CH:13][C:10]([C:11]#[N:12])=[C:9]([O:15][CH2:16][CH2:17][O:18][CH:19]3[CH2:24][CH2:23][CH2:22][CH2:21][O:20]3)[N:8]=2)=[CH:4][C:3]=1[CH:27]=[O:28].[B:29]1([B:29]2[O:33][C:32]([CH3:35])([CH3:34])[C:31]([CH3:37])([CH3:36])[O:30]2)[O:33][C:32]([CH3:35])([CH3:34])[C:31]([CH3:37])([CH3:36])[O:30]1.C([O-])(=O)C.[K+]. Product: [CH:27]([C:3]1[CH:4]=[C:5]([CH:25]=[CH:26][C:2]=1[B:29]1[O:33][C:32]([CH3:35])([CH3:34])[C:31]([CH3:37])([CH3:36])[O:30]1)[O:6][C:7]1[CH:14]=[CH:13][C:10]([C:11]#[N:12])=[C:9]([O:15][CH2:16][CH2:17][O:18][CH:19]2[CH2:24][CH2:23][CH2:22][CH2:21][O:20]2)[N:8]=1)=[O:28]. The catalyst class is: 75. (2) The catalyst class is: 7. Reactant: [Br:1][C:2]1[CH:7]=[CH:6][C:5]([C:8]2[O:12][N:11]=[CH:10][C:9]=2[C:13](OCC)=[O:14])=[CH:4][CH:3]=1.[H-].C([Al+]CC(C)C)C(C)C.Cl. Product: [Br:1][C:2]1[CH:3]=[CH:4][C:5]([C:8]2[O:12][N:11]=[CH:10][C:9]=2[CH2:13][OH:14])=[CH:6][CH:7]=1. (3) Reactant: [Cl:1][C:2]1[CH:3]=[C:4]([O:9][CH3:10])[C:5]([NH2:8])=[N:6][CH:7]=1.Cl.[Cl:12][C:13]1[N:18]=[CH:17][C:16]([S:19](Cl)(=[O:21])=[O:20])=[CH:15][CH:14]=1. Product: [Cl:12][C:13]1[N:18]=[CH:17][C:16]([S:19]([NH:8][C:5]2[C:4]([O:9][CH3:10])=[CH:3][C:2]([Cl:1])=[CH:7][N:6]=2)(=[O:21])=[O:20])=[CH:15][CH:14]=1. The catalyst class is: 17. (4) Reactant: [CH3:1][O:2][C:3]1[CH:4]=[C:5]([CH:9]=[C:10]([O:14][CH3:15])[C:11]=1[O:12][CH3:13])[C:6]([OH:8])=O.C(C1NC=CN=1)(C1NC=CN=1)=O.[NH:28]1[C:32]2[CH:33]=[CH:34][CH:35]=[CH:36][C:31]=2[N:30]=[C:29]1[C:37]1[CH:46]=[CH:45][C:40](/[C:41](=[N:43]/O)/[NH2:42])=[CH:39][CH:38]=1. Product: [NH:28]1[C:32]2[CH:33]=[CH:34][CH:35]=[CH:36][C:31]=2[N:30]=[C:29]1[C:37]1[CH:46]=[CH:45][C:40]([C:41]2[N:42]=[C:6]([C:5]3[CH:9]=[C:10]([O:14][CH3:15])[C:11]([O:12][CH3:13])=[C:3]([O:2][CH3:1])[CH:4]=3)[O:8][N:43]=2)=[CH:39][CH:38]=1. The catalyst class is: 3. (5) Reactant: FC(F)(F)C(O)=O.[N:8]([CH2:11][CH2:12][C:13]([CH3:42])([CH3:41])[CH2:14][CH:15]1[NH:19][CH:18]([C:20]([OH:22])=O)[CH:17]([C:23]2[CH:28]=[CH:27][CH:26]=[C:25]([Cl:29])[C:24]=2[F:30])[C:16]1([C:33]1[CH:38]=[CH:37][C:36]([Cl:39])=[CH:35][C:34]=1[F:40])[C:31]#[N:32])=[N+:9]=[N-:10].[CH3:43][C:44]1([CH3:52])[O:48][C@@H:47]([CH2:49][CH2:50][NH2:51])[CH2:46][O:45]1.CN(C(ON1N=NC2C=CC=NC1=2)=[N+](C)C)C.F[P-](F)(F)(F)(F)F.CCN(C(C)C)C(C)C. Product: [CH3:43][C:44]1([CH3:52])[O:48][C@@H:47]([CH2:49][CH2:50][NH:51][C:20]([CH:18]2[CH:17]([C:23]3[CH:28]=[CH:27][CH:26]=[C:25]([Cl:29])[C:24]=3[F:30])[C:16]([C:33]3[CH:38]=[CH:37][C:36]([Cl:39])=[CH:35][C:34]=3[F:40])([C:31]#[N:32])[CH:15]([CH2:14][C:13]([CH3:42])([CH3:41])[CH2:12][CH2:11][N:8]=[N+:9]=[N-:10])[NH:19]2)=[O:22])[CH2:46][O:45]1. The catalyst class is: 2. (6) The catalyst class is: 19. Reactant: C([N:8]1[CH2:13][CH2:12][CH:11]([N:14]2[CH2:20][CH2:19][C:18]3[CH:21]=[CH:22][CH:23]=[C:24]([F:25])[C:17]=3[NH:16][C:15]2=[O:26])[CH2:10][CH2:9]1)C1C=CC=CC=1. Product: [F:25][C:24]1[C:17]2[NH:16][C:15](=[O:26])[N:14]([CH:11]3[CH2:10][CH2:9][NH:8][CH2:13][CH2:12]3)[CH2:20][CH2:19][C:18]=2[CH:21]=[CH:22][CH:23]=1. (7) Reactant: [CH2:1]([CH:13]([O:26][C:27]1[C:35]2[S:36][CH:37]=[CH:38][C:34]=2[C:33]([O:39][CH:40]([CH2:53][CH2:54][CH2:55][CH2:56][CH2:57][CH2:58][CH2:59][CH2:60][CH2:61][CH2:62][CH2:63][CH3:64])[CH2:41][CH2:42][CH2:43][CH2:44][CH2:45][CH2:46][CH2:47][CH2:48][CH2:49][CH2:50][CH2:51][CH3:52])=[C:29]2[S:30][CH:31]=[CH:32][C:28]=12)[CH2:14][CH2:15][CH2:16][CH2:17][CH2:18][CH2:19][CH2:20][CH2:21][CH2:22][CH2:23][CH2:24][CH3:25])[CH2:2][CH2:3][CH2:4][CH2:5][CH2:6][CH2:7][CH2:8][CH2:9][CH2:10][CH2:11][CH3:12].C([Li])CCC.[CH3:70][Sn:71](Cl)([CH3:73])[CH3:72]. Product: [CH2:1]([CH:13]([O:26][C:27]1[C:35]2[S:36][C:37]([Sn:71]([CH3:73])([CH3:72])[CH3:70])=[CH:38][C:34]=2[C:33]([O:39][CH:40]([CH2:41][CH2:42][CH2:43][CH2:44][CH2:45][CH2:46][CH2:47][CH2:48][CH2:49][CH2:50][CH2:51][CH3:52])[CH2:53][CH2:54][CH2:55][CH2:56][CH2:57][CH2:58][CH2:59][CH2:60][CH2:61][CH2:62][CH2:63][CH3:64])=[C:29]2[S:30][C:31]([Sn:71]([CH3:73])([CH3:72])[CH3:70])=[CH:32][C:28]=12)[CH2:14][CH2:15][CH2:16][CH2:17][CH2:18][CH2:19][CH2:20][CH2:21][CH2:22][CH2:23][CH2:24][CH3:25])[CH2:2][CH2:3][CH2:4][CH2:5][CH2:6][CH2:7][CH2:8][CH2:9][CH2:10][CH2:11][CH3:12]. The catalyst class is: 7.